Predict the reaction yield, written as a fraction of the theoretical maximum amount of product (1.0 means a 100% yield; for example, 0.34 means a 34% yield). From a dataset of Reaction yield outcomes from USPTO patents with 853,638 reactions. (1) The reactants are O=[C:2]1[CH2:7][CH2:6][N:5]([C:8]([O:10][C:11]([CH3:14])([CH3:13])[CH3:12])=[O:9])[CH2:4][CH2:3]1.N1CCCC1.[CH2:20]=[CH:21][C:22](=[O:25])[CH2:23][CH3:24].CCOC(C)=O. The catalyst is C1(C)C=CC=CC=1.C1(C=CC(O)=CC=1)O. The product is [CH3:20][C:21]1[C:22](=[O:25])[CH2:23][CH2:24][CH:7]2[C:2]=1[CH2:3][CH2:4][N:5]([C:8]([O:10][C:11]([CH3:14])([CH3:13])[CH3:12])=[O:9])[CH2:6]2. The yield is 0.592. (2) The product is [Br:7][C:8]1[CH:13]=[CH:12][C:11]([N:14]2[C:23]3[C:18](=[CH:19][C:20]([S:24]([NH:1][C:2]4[CH:6]=[CH:5][O:4][N:3]=4)(=[O:26])=[O:25])=[CH:21][CH:22]=3)[CH:17]=[CH:16][C:15]2=[O:39])=[C:10]([O:40][CH3:41])[CH:9]=1. The reactants are [NH2:1][C:2]1[CH:6]=[CH:5][O:4][N:3]=1.[Br:7][C:8]1[CH:13]=[CH:12][C:11]([N:14]2[C:23]3[C:18](=[CH:19][C:20]([S:24](OC4C(F)=C(F)C(F)=C(F)C=4F)(=[O:26])=[O:25])=[CH:21][CH:22]=3)[CH:17]=[CH:16][C:15]2=[O:39])=[C:10]([O:40][CH3:41])[CH:9]=1.[Li+].C[Si]([N-][Si](C)(C)C)(C)C.Cl. The catalyst is C1COCC1. The yield is 0.820. (3) The reactants are [OH:1][CH2:2][CH2:3][CH:4]1[CH2:8][C:7]2[CH:9]=[C:10]([C:13]3[CH:20]=[CH:19][C:16]([C:17]#[N:18])=[CH:15][CH:14]=3)[CH:11]=[CH:12][C:6]=2[O:5]1.[CH3:21][S:22](Cl)(=[O:24])=[O:23].C(N(CC)CC)C. The catalyst is C(Cl)Cl. The product is [CH3:21][S:22]([O:1][CH2:2][CH2:3][CH:4]1[CH2:8][C:7]2[CH:9]=[C:10]([C:13]3[CH:20]=[CH:19][C:16]([C:17]#[N:18])=[CH:15][CH:14]=3)[CH:11]=[CH:12][C:6]=2[O:5]1)(=[O:24])=[O:23]. The yield is 0.900. (4) The yield is 0.800. The product is [Cl:1][C:2]1[C:3]([F:26])=[CH:4][C:5]2[O:25][CH2:23][C:8]3([C:16]4[C:11](=[CH:12][CH:13]=[CH:14][CH:15]=4)[N:10]([CH2:17][CH2:18][CH2:19][CH2:20][CH3:21])[C:9]3=[O:22])[C:6]=2[CH:7]=1. The reactants are [Cl:1][C:2]1[C:3]([F:26])=[CH:4][C:5]([OH:25])=[C:6]([C:8]2([CH2:23]O)[C:16]3[C:11](=[CH:12][CH:13]=[CH:14][CH:15]=3)[N:10]([CH2:17][CH2:18][CH2:19][CH2:20][CH3:21])[C:9]2=[O:22])[CH:7]=1.C1(CCN2C3C(=CC=CC=3)C(C3C(O)=CC4OCOC=4C=3)(CO)C2=O)CC1. No catalyst specified. (5) The reactants are [NH2:1][C:2]1[CH:11]=[C:10]2[C:5]([C:6](=[O:13])[NH:7][C:8](=[O:12])[NH:9]2)=[CH:4][C:3]=1[O:14][CH3:15].[Cl:16][C:17]1[CH:27]=[C:26]([F:28])[C:25]([F:29])=[CH:24][C:18]=1[C:19]([N:21]=[C:22]=[O:23])=[O:20]. The catalyst is C(#N)C.CN1CCCC1=O. The product is [Cl:16][C:17]1[CH:27]=[C:26]([F:28])[C:25]([F:29])=[CH:24][C:18]=1[C:19]([NH:21][C:22]([NH:1][C:2]1[CH:11]=[C:10]2[C:5]([C:6](=[O:13])[NH:7][C:8](=[O:12])[NH:9]2)=[CH:4][C:3]=1[O:14][CH3:15])=[O:23])=[O:20]. The yield is 0.300. (6) The reactants are C1([O:7][C:8](=O)[NH:9][C:10]2[CH:15]=[CH:14][C:13]([O:16][C:17]3[C:26]4[C:21](=[CH:22][C:23]([O:29][CH3:30])=[C:24]([O:27][CH3:28])[CH:25]=4)[N:20]=[CH:19][CH:18]=3)=[CH:12][CH:11]=2)C=CC=CC=1.[CH:32]1([NH2:35])[CH2:34][CH2:33]1.C(OCC)(=O)C.O. The catalyst is CS(C)=O.CO. The product is [CH:32]1([NH:35][C:8]([NH:9][C:10]2[CH:15]=[CH:14][C:13]([O:16][C:17]3[C:26]4[C:21](=[CH:22][C:23]([O:29][CH3:30])=[C:24]([O:27][CH3:28])[CH:25]=4)[N:20]=[CH:19][CH:18]=3)=[CH:12][CH:11]=2)=[O:7])[CH2:34][CH2:33]1. The yield is 0.800. (7) The reactants are C([NH:8][S:9]([N:12]1[CH2:16][CH2:15][C:14]([F:18])([F:17])[CH2:13]1)(=[O:11])=[O:10])(OC(C)(C)C)=O.C(C1(S([NH-])(=O)=O)CC1)C. No catalyst specified. The product is [F:18][C:14]1([F:17])[CH2:15][CH2:16][N:12]([S:9]([NH2:8])(=[O:11])=[O:10])[CH2:13]1. The yield is 0.350.